This data is from Reaction yield outcomes from USPTO patents with 853,638 reactions. The task is: Predict the reaction yield, written as a fraction of the theoretical maximum amount of product (1.0 means a 100% yield; for example, 0.34 means a 34% yield). (1) The reactants are [Cl:1][C:2]1[CH:3]=[C:4]([C:8]#[CH:9])[CH:5]=[CH:6][CH:7]=1.[CH2:10]([O:12][C:13]([N:15]1[CH2:20][CH2:19][NH:18][CH2:17][CH2:16]1)=[O:14])[CH3:11].[Cl:21][C:22]1[C:27]([CH:28]=O)=[CH:26][CH:25]=[CH:24][N:23]=1. The catalyst is [Au](Br)(Br)Br.O. The product is [CH2:10]([O:12][C:13]([N:15]1[CH2:16][CH2:17][N:18]([CH:28]([C:27]2[C:22]([Cl:21])=[N:23][CH:24]=[CH:25][CH:26]=2)[C:9]#[C:8][C:4]2[CH:5]=[CH:6][CH:7]=[C:2]([Cl:1])[CH:3]=2)[CH2:19][CH2:20]1)=[O:14])[CH3:11]. The yield is 0.550. (2) The reactants are [CH3:1][N:2]1[CH2:9][CH2:8][CH2:7][C@H:3]1[C:4]([OH:6])=O.[NH2:10][C:11]1[CH:12]=[C:13]([CH:30]=[CH:31][C:32]=1[CH3:33])[O:14][C:15]1[CH:16]=[CH:17][C:18]2[N:19]([CH:21]=[C:22]([NH:24][C:25]([CH:27]3[CH2:29][CH2:28]3)=[O:26])[N:23]=2)[N:20]=1.ON1C2C=CC=CC=2N=N1.F[P-](F)(F)(F)(F)F.N1(OC(N(C)C)=[N+](C)C)C2C=CC=CC=2N=N1.C(N(CC)C(C)C)(C)C. The catalyst is CN(C)C=O. The product is [CH:27]1([C:25]([NH:24][C:22]2[N:23]=[C:18]3[CH:17]=[CH:16][C:15]([O:14][C:13]4[CH:30]=[CH:31][C:32]([CH3:33])=[C:11]([NH:10][C:4](=[O:6])[C@@H:3]5[CH2:7][CH2:8][CH2:9][N:2]5[CH3:1])[CH:12]=4)=[N:20][N:19]3[CH:21]=2)=[O:26])[CH2:28][CH2:29]1. The yield is 0.0500. (3) The reactants are [CH3:1][C:2]1([CH3:17])[CH2:6][C@H:5]([CH3:7])[CH2:4][N:3]1[C:8]1[N:16]=[CH:15][CH:14]=[CH:13][C:9]=1[C:10]([OH:12])=O.Cl[S:19]([N:22]=C=O)(=[O:21])=[O:20].[N:25]1([C:31]([O:33][CH2:34][C:35]2[CH:40]=[CH:39][CH:38]=[CH:37][CH:36]=2)=[O:32])[CH2:30][CH2:29][NH:28][CH2:27][CH2:26]1.N1C=CC=CC=1. The catalyst is ClCCl. The product is [CH3:17][C:2]1([CH3:1])[CH2:6][C@H:5]([CH3:7])[CH2:4][N:3]1[C:8]1[N:16]=[CH:15][CH:14]=[CH:13][C:9]=1[C:10]([NH:22][S:19]([N:28]1[CH2:29][CH2:30][N:25]([C:31]([O:33][CH2:34][C:35]2[CH:40]=[CH:39][CH:38]=[CH:37][CH:36]=2)=[O:32])[CH2:26][CH2:27]1)(=[O:21])=[O:20])=[O:12]. The yield is 0.130. (4) The reactants are [NH:1]([C:8]1[N:9]([C:22]2[CH:27]=[CH:26][CH:25]=[CH:24][CH:23]=2)[C:10]2[C:15]([C:16](=[O:18])[CH:17]=1)=[CH:14][C:13]([F:19])=[C:12]([CH2:20][OH:21])[N:11]=2)[C:2]1[CH:7]=[CH:6][CH:5]=[CH:4][CH:3]=1. The catalyst is C(Cl)(Cl)Cl.O=[Mn]=O. The product is [NH:1]([C:8]1[N:9]([C:22]2[CH:23]=[CH:24][CH:25]=[CH:26][CH:27]=2)[C:10]2[N:11]=[C:12]([CH:20]=[O:21])[C:13]([F:19])=[CH:14][C:15]=2[C:16](=[O:18])[CH:17]=1)[C:2]1[CH:7]=[CH:6][CH:5]=[CH:4][CH:3]=1. The yield is 0.150. (5) The reactants are Br[C:2]1[CH:7]=[CH:6][C:5]([C:8](=[O:18])[CH2:9][NH:10][C:11](=[O:17])[O:12][C:13]([CH3:16])([CH3:15])[CH3:14])=[CH:4][CH:3]=1.[B:19]1([B:19]2[O:23][C:22]([CH3:25])([CH3:24])[C:21]([CH3:27])([CH3:26])[O:20]2)[O:23][C:22]([CH3:25])([CH3:24])[C:21]([CH3:27])([CH3:26])[O:20]1.C([O-])(=O)C.[K+]. The catalyst is O1CCOCC1.C1C=CC(P(C2C=CC=CC=2)[C-]2C=CC=C2)=CC=1.C1C=CC(P(C2C=CC=CC=2)[C-]2C=CC=C2)=CC=1.Cl[Pd]Cl.[Fe+2]. The product is [O:18]=[C:8]([C:5]1[CH:6]=[CH:7][C:2]([B:19]2[O:23][C:22]([CH3:25])([CH3:24])[C:21]([CH3:27])([CH3:26])[O:20]2)=[CH:3][CH:4]=1)[CH2:9][NH:10][C:11](=[O:17])[O:12][C:13]([CH3:16])([CH3:15])[CH3:14]. The yield is 0.984. (6) The reactants are Br[C:2]1[CH:28]=[CH:27][C:5]([CH2:6][S:7][C:8]2[C:18]3[CH2:17][CH2:16][N:15]([C:19]([O:21][C:22]([CH3:25])([CH3:24])[CH3:23])=[O:20])[CH2:14][CH2:13][C:12]=3[CH:11]=[CH:10][C:9]=2[Cl:26])=[CH:4][C:3]=1[F:29].CC(C)([O-])C.[Na+].C1OCCOCCOCCOCCOCCOC1.[NH:54]1[CH2:59][CH2:58][CH2:57][CH2:56][CH2:55]1. The catalyst is C1(C)C=CC=CC=1.C1C=CC(/C=C/C(/C=C/C2C=CC=CC=2)=O)=CC=1.C1C=CC(/C=C/C(/C=C/C2C=CC=CC=2)=O)=CC=1.C1C=CC(/C=C/C(/C=C/C2C=CC=CC=2)=O)=CC=1.[Pd].[Pd].C1(P(C2C=CC=CC=2)C2C=CC3C(=CC=CC=3)C=2C2C3C(=CC=CC=3)C=CC=2P(C2C=CC=CC=2)C2C=CC=CC=2)C=CC=CC=1. The product is [C:22]([O:21][C:19]([N:15]1[CH2:16][CH2:17][C:18]2[C:8]([S:7][CH2:6][C:5]3[CH:27]=[CH:28][C:2]([N:54]4[CH2:59][CH2:58][CH2:57][CH2:56][CH2:55]4)=[C:3]([F:29])[CH:4]=3)=[C:9]([Cl:26])[CH:10]=[CH:11][C:12]=2[CH2:13][CH2:14]1)=[O:20])([CH3:25])([CH3:24])[CH3:23]. The yield is 0.330.